From a dataset of Full USPTO retrosynthesis dataset with 1.9M reactions from patents (1976-2016). Predict the reactants needed to synthesize the given product. (1) Given the product [CH2:30]([NH:37][C:27]([CH:23]1[CH2:24][CH2:25][CH2:26][N:21]([S:18]([C:14]2[CH:15]=[CH:16][CH:17]=[C:12]([C:10]([NH:9][C:4]3[C:3]([O:2][CH3:1])=[CH:8][CH:7]=[CH:6][N:5]=3)=[O:11])[CH:13]=2)(=[O:19])=[O:20])[CH2:22]1)=[O:28])[C:31]1[CH:36]=[CH:35][CH:34]=[CH:33][CH:32]=1, predict the reactants needed to synthesize it. The reactants are: [CH3:1][O:2][C:3]1[C:4]([NH:9][C:10]([C:12]2[CH:13]=[C:14]([S:18]([N:21]3[CH2:26][CH2:25][CH2:24][CH:23]([C:27](O)=[O:28])[CH2:22]3)(=[O:20])=[O:19])[CH:15]=[CH:16][CH:17]=2)=[O:11])=[N:5][CH:6]=[CH:7][CH:8]=1.[CH2:30]([NH2:37])[C:31]1[CH:36]=[CH:35][CH:34]=[CH:33][CH:32]=1. (2) The reactants are: [NH2:1][C:2]1[CH:3]=[CH:4][C:5]([CH3:26])=[C:6]([C:8]([C:10]2[CH:15]=[CH:14][C:13]([NH:16][C:17]3[CH:22]=[CH:21][C:20]([F:23])=[CH:19][C:18]=3[F:24])=[CH:12][C:11]=2[Cl:25])=[O:9])[CH:7]=1.[CH:27]([N:30]=[C:31]=[O:32])([CH3:29])[CH3:28]. Given the product [Cl:25][C:11]1[CH:12]=[C:13]([NH:16][C:17]2[CH:22]=[CH:21][C:20]([F:23])=[CH:19][C:18]=2[F:24])[CH:14]=[CH:15][C:10]=1[C:8]([C:6]1[CH:7]=[C:2]([NH:1][C:31]([NH:30][CH:27]([CH3:29])[CH3:28])=[O:32])[CH:3]=[CH:4][C:5]=1[CH3:26])=[O:9], predict the reactants needed to synthesize it. (3) Given the product [F:21][C:18]1[CH:17]=[CH:16][C:15]([C:13]2[CH:12]=[CH:11][C:9]3[N:10]=[CH:5][N:6]=[CH:7][C:8]=3[N:14]=2)=[CH:20][CH:19]=1, predict the reactants needed to synthesize it. The reactants are: C(N[C:5]1[N:6]=[C:7](C2N=CNN=2)[C:8]2[N:14]=[C:13]([C:15]3[CH:20]=[CH:19][C:18]([F:21])=[CH:17][CH:16]=3)[CH:12]=[CH:11][C:9]=2[N:10]=1)(=O)C.C1(C)C=CC=C(NC(C2CCNCC2)=O)C=1. (4) Given the product [C:24]([N:17]1[C:18]2[C:23](=[CH:22][CH:21]=[CH:20][CH:19]=2)[N:14]([C:12]([N:9]2[CH2:10][CH2:11][CH:7]([C:3]3[CH:2]=[N:1][CH:6]=[CH:5][CH:4]=3)[CH2:8]2)=[O:13])[CH2:15][CH2:16]1)(=[O:26])[CH3:25], predict the reactants needed to synthesize it. The reactants are: [N:1]1[CH:6]=[CH:5][CH:4]=[C:3]([CH:7]2[CH2:11][CH2:10][N:9]([C:12]([N:14]3[C:23]4[C:18](=[CH:19][CH:20]=[CH:21][CH:22]=4)[NH:17][CH2:16][CH2:15]3)=[O:13])[CH2:8]2)[CH:2]=1.[C:24](OC(=O)C)(=[O:26])[CH3:25].N. (5) Given the product [F:1][C:2]1[CH:7]=[C:6]([O:38][CH2:37][CH2:36][N:34]2[CH2:35][CH:32]([CH2:31][F:30])[CH2:33]2)[CH:5]=[C:4]([F:9])[C:3]=1[C@@H:10]1[C:15]2[NH:16][C:17]3[C:22]([C:14]=2[CH2:13][C@@H:12]([CH3:23])[N:11]1[CH2:24][C@@:25]([F:29])([CH3:28])[CH2:26][OH:27])=[CH:21][CH:20]=[CH:19][CH:18]=3, predict the reactants needed to synthesize it. The reactants are: [F:1][C:2]1[CH:7]=[C:6](I)[CH:5]=[C:4]([F:9])[C:3]=1[C@@H:10]1[C:15]2[NH:16][C:17]3[C:22]([C:14]=2[CH2:13][C@@H:12]([CH3:23])[N:11]1[CH2:24][C:25]([F:29])([CH3:28])[CH2:26][OH:27])=[CH:21][CH:20]=[CH:19][CH:18]=3.[F:30][CH2:31][CH:32]1[CH2:35][N:34]([CH2:36][CH2:37][OH:38])[CH2:33]1.C(=O)([O-])[O-].[K+].[K+].C(#N)CCC.[NH4+].[OH-]. (6) Given the product [F:43][C:40]1[CH:39]=[CH:38][C:37]([CH2:36][N:33]2[C:34](=[O:35])[C:30]3[C:31](=[C:22]([C:20]([NH:19][CH2:18][CH2:17][P:8]([OH:10])([O:7][CH:5]([CH3:6])[C:4]([OH:45])=[O:3])=[O:9])=[O:21])[C:23]4[CH:24]=[CH:25][CH:26]=[N:27][C:28]=4[C:29]=3[OH:44])[CH2:32]2)=[CH:42][CH:41]=1, predict the reactants needed to synthesize it. The reactants are: C([O:3][C:4](=[O:45])[CH:5]([O:7][P:8]([CH2:17][CH2:18][NH:19][C:20]([C:22]1[C:23]2[CH:24]=[CH:25][CH:26]=[N:27][C:28]=2[C:29]([OH:44])=[C:30]2[C:34](=[O:35])[N:33]([CH2:36][C:37]3[CH:42]=[CH:41][C:40]([F:43])=[CH:39][CH:38]=3)[CH2:32][C:31]=12)=[O:21])([O:10]C1C=CC=CC=1)=[O:9])[CH3:6])C.O.[OH-].[Na+]. (7) Given the product [Br:1][C:2]1[C:11]2[C:6](=[C:7]([F:13])[CH:8]=[C:9]([CH3:12])[CH:10]=2)[CH:5]=[CH:4][C:3]=1[CH2:14][CH3:15], predict the reactants needed to synthesize it. The reactants are: [Br:1][C:2]1[C:11]2[C:6](=[C:7]([F:13])[CH:8]=[C:9]([CH3:12])[CH:10]=2)[CH:5]=[CH:4][C:3]=1[CH:14]=[CH2:15].[H][H]. (8) Given the product [NH2:1][CH:2]1[CH2:7][CH2:6][CH2:5][N:4]([C:8]2[CH:9]=[CH:10][N:11]3[C:16]([C:17]=2[O:18][CH3:19])=[C:15]([CH2:20][CH3:21])[CH:14]=[C:13]([C:22]([OH:24])=[O:23])[C:12]3=[O:27])[CH2:3]1, predict the reactants needed to synthesize it. The reactants are: [NH2:1][CH:2]1[CH2:7][CH2:6][CH2:5][N:4]([C:8]2[CH:9]=[CH:10][N:11]3[C:16]([C:17]=2[O:18][CH3:19])=[C:15]([CH2:20][CH3:21])[CH:14]=[C:13]([C:22]([O:24]CC)=[O:23])[C:12]3=[O:27])[CH2:3]1.[OH-].[Li+].C(O)(=O)C. (9) The reactants are: [Br:1][C:2]1[C:11]2[C:6](=[CH:7][CH:8]=[CH:9][CH:10]=2)[C:5]([CH3:12])=[C:4]([NH2:13])[N:3]=1.Cl[S:15]([C:18]1[CH:28]=[CH:27][C:21]([C:22]([O:24][CH2:25][CH3:26])=[O:23])=[CH:20][CH:19]=1)(=[O:17])=[O:16].Br[CH2:30][C:31]1[CH:36]=[CH:35][C:34]([O:37][C:38]([F:41])([F:40])[F:39])=[CH:33][CH:32]=1. Given the product [Br:1][C:2]1[C:11]2[C:6](=[CH:7][CH:8]=[CH:9][CH:10]=2)[C:5]([CH3:12])=[C:4]([N:13]([CH2:30][C:31]2[CH:36]=[CH:35][C:34]([O:37][C:38]([F:39])([F:40])[F:41])=[CH:33][CH:32]=2)[S:15]([C:18]2[CH:28]=[CH:27][C:21]([C:22]([O:24][CH2:25][CH3:26])=[O:23])=[CH:20][CH:19]=2)(=[O:17])=[O:16])[N:3]=1, predict the reactants needed to synthesize it. (10) Given the product [C:1]([O:18][NH:17][C:15]([O:14][C:10]([CH3:13])([CH3:12])[CH3:11])=[O:16])(=[O:8])[C:2]1[CH:7]=[CH:6][CH:5]=[CH:4][CH:3]=1, predict the reactants needed to synthesize it. The reactants are: [C:1](Cl)(=[O:8])[C:2]1[CH:7]=[CH:6][CH:5]=[CH:4][CH:3]=1.[C:10]([O:14][C:15]([NH:17][OH:18])=[O:16])([CH3:13])([CH3:12])[CH3:11].